From a dataset of Full USPTO retrosynthesis dataset with 1.9M reactions from patents (1976-2016). Predict the reactants needed to synthesize the given product. Given the product [Br:1][C:2]1[CH:7]=[CH:6][C:5]2[CH2:8][C:9]([CH3:10])=[N:22][N:23]=[C:12]([C:13]3[CH:18]=[CH:17][C:16]([Cl:19])=[CH:15][CH:14]=3)[C:4]=2[CH:3]=1, predict the reactants needed to synthesize it. The reactants are: [Br:1][C:2]1[CH:7]=[CH:6][C:5]([CH2:8][C:9](=O)[CH3:10])=[C:4]([C:12](=O)[C:13]2[CH:18]=[CH:17][C:16]([Cl:19])=[CH:15][CH:14]=2)[CH:3]=1.O.[NH2:22][NH2:23].